This data is from Full USPTO retrosynthesis dataset with 1.9M reactions from patents (1976-2016). The task is: Predict the reactants needed to synthesize the given product. (1) Given the product [CH2:26]([O:28][C:29]([C:30]1[N:2]=[C:1]([N:3]2[CH2:4][CH2:5][CH:6]([N:9]([CH:23]3[CH2:25][CH2:24]3)[C:10](=[O:22])[C:11]3[CH:12]=[CH:13][C:14]([C:17]4[O:21][CH:20]=[N:19][CH:18]=4)=[CH:15][CH:16]=3)[CH2:7][CH2:8]2)[O:33][N:32]=1)=[O:34])[CH3:27], predict the reactants needed to synthesize it. The reactants are: [C:1]([N:3]1[CH2:8][CH2:7][CH:6]([N:9]([CH:23]2[CH2:25][CH2:24]2)[C:10](=[O:22])[C:11]2[CH:16]=[CH:15][C:14]([C:17]3[O:21][CH:20]=[N:19][CH:18]=3)=[CH:13][CH:12]=2)[CH2:5][CH2:4]1)#[N:2].[CH2:26]([O:28][C:29](=[O:34])[C:30]([NH:32][OH:33])=N)[CH3:27]. (2) Given the product [Br:6][C:7]1[CH:16]=[C:15]2[C:10]([CH2:11][CH2:12][CH:13]([C:17]3[CH:18]=[CH:19][CH:20]=[CH:21][CH:22]=3)[O:14]2)=[CH:9][CH:8]=1, predict the reactants needed to synthesize it. The reactants are: C([SiH3])CCC.[Br:6][C:7]1[CH:16]=[C:15]2[C:10]([CH:11](O)[CH2:12][CH:13]([C:17]3[CH:22]=[CH:21][CH:20]=[CH:19][CH:18]=3)[O:14]2)=[CH:9][CH:8]=1.FC1C(B(C2C(F)=C(F)C(F)=C(F)C=2F)C2C(F)=C(F)C(F)=C(F)C=2F)=C(F)C(F)=C(F)C=1F.C(=O)(O)[O-].[Na+]. (3) Given the product [CH3:22][O:23][C:24]([C:2]1[C:7]2[S:8][C:9]([CH3:11])=[CH:10][C:6]=2[CH:5]=[CH:4][CH:3]=1)=[O:25], predict the reactants needed to synthesize it. The reactants are: Br[C:2]1[C:7]2[S:8][C:9]([CH3:11])=[CH:10][C:6]=2[CH:5]=[CH:4][CH:3]=1.CCN(CC)CC.CO.C[CH2:22][O:23][C:24](C)=[O:25].